This data is from NCI-60 drug combinations with 297,098 pairs across 59 cell lines. The task is: Regression. Given two drug SMILES strings and cell line genomic features, predict the synergy score measuring deviation from expected non-interaction effect. (1) Drug 1: C1CCN(CC1)CCOC2=CC=C(C=C2)C(=O)C3=C(SC4=C3C=CC(=C4)O)C5=CC=C(C=C5)O. Drug 2: CN1CCC(CC1)COC2=C(C=C3C(=C2)N=CN=C3NC4=C(C=C(C=C4)Br)F)OC. Cell line: TK-10. Synergy scores: CSS=20.9, Synergy_ZIP=-7.89, Synergy_Bliss=0.219, Synergy_Loewe=-13.8, Synergy_HSA=-1.42. (2) Drug 1: CC1=CC2C(CCC3(C2CCC3(C(=O)C)OC(=O)C)C)C4(C1=CC(=O)CC4)C. Drug 2: CC1CCC2CC(C(=CC=CC=CC(CC(C(=O)C(C(C(=CC(C(=O)CC(OC(=O)C3CCCCN3C(=O)C(=O)C1(O2)O)C(C)CC4CCC(C(C4)OC)O)C)C)O)OC)C)C)C)OC. Cell line: T-47D. Synergy scores: CSS=20.2, Synergy_ZIP=-3.96, Synergy_Bliss=-1.03, Synergy_Loewe=4.00, Synergy_HSA=4.62. (3) Drug 1: CN(C)N=NC1=C(NC=N1)C(=O)N. Drug 2: COC1=NC(=NC2=C1N=CN2C3C(C(C(O3)CO)O)O)N. Cell line: UO-31. Synergy scores: CSS=10.4, Synergy_ZIP=-5.46, Synergy_Bliss=-1.34, Synergy_Loewe=-6.21, Synergy_HSA=-1.00. (4) Drug 1: C1=NC2=C(N=C(N=C2N1C3C(C(C(O3)CO)O)O)F)N. Drug 2: CC1CCCC2(C(O2)CC(NC(=O)CC(C(C(=O)C(C1O)C)(C)C)O)C(=CC3=CSC(=N3)C)C)C. Cell line: T-47D. Synergy scores: CSS=20.8, Synergy_ZIP=-2.57, Synergy_Bliss=-7.18, Synergy_Loewe=-28.4, Synergy_HSA=-9.20.